From a dataset of Full USPTO retrosynthesis dataset with 1.9M reactions from patents (1976-2016). Predict the reactants needed to synthesize the given product. (1) Given the product [F:1][C:2]1[CH:7]=[C:6]([I:8])[CH:5]=[CH:4][C:3]=1[NH:9][C:17]1[N:18]([CH3:35])[C:19](=[O:34])[C:20]([CH3:33])=[CH:21][C:22]=1[NH:23][S:24]([C:27]1([CH2:30][CH2:31][OH:32])[CH2:29][CH2:28]1)(=[O:26])=[O:25], predict the reactants needed to synthesize it. The reactants are: [F:1][C:2]1[CH:7]=[C:6]([I:8])[CH:5]=[CH:4][C:3]=1[N:9]([C:17]1[N:18]([CH3:35])[C:19](=[O:34])[C:20]([CH3:33])=[CH:21][C:22]=1[NH:23][S:24]([C:27]1([CH2:30][CH2:31][OH:32])[CH2:29][CH2:28]1)(=[O:26])=[O:25])C(=O)OC(C)(C)C.Cl.O1CCOCC1. (2) Given the product [C:36]([CH2:35][O:3][C:4]1[CH:9]=[C:8]([O:10][CH3:11])[CH:7]=[CH:6][C:5]=1[CH:12]1[C:20]2[C:15](=[CH:16][CH:17]=[C:18]([O:21][CH2:22][CH2:23][CH3:24])[CH:19]=2)[CH:14]([C:25]2[CH:30]=[CH:29][C:28]3[O:31][CH2:32][O:33][C:27]=3[CH:26]=2)[CH2:13]1)([O:38][CH2:39][CH3:40])=[O:37], predict the reactants needed to synthesize it. The reactants are: [H-].[Na+].[OH:3][C:4]1[CH:9]=[C:8]([O:10][CH3:11])[CH:7]=[CH:6][C:5]=1[CH:12]1[C:20]2[C:15](=[CH:16][CH:17]=[C:18]([O:21][CH2:22][CH2:23][CH3:24])[CH:19]=2)[CH:14]([C:25]2[CH:30]=[CH:29][C:28]3[O:31][CH2:32][O:33][C:27]=3[CH:26]=2)[CH2:13]1.Br[CH2:35][C:36]([O:38][CH2:39][CH3:40])=[O:37]. (3) Given the product [CH3:5][C:2]([C:6]1[CH:7]=[C:8]([CH:13]=[CH:14][CH:15]=1)[C:9]([OH:11])=[O:10])([CH3:1])[C:3]#[CH:4], predict the reactants needed to synthesize it. The reactants are: [CH3:1][C:2]([C:6]1[CH:7]=[C:8]([CH:13]=[CH:14][CH:15]=1)[C:9]([O:11]C)=[O:10])([CH3:5])[C:3]#[CH:4].O1CCCC1.[OH-].[Na+].Cl. (4) Given the product [Cl:12][C:6]1[C:7]([Cl:11])=[CH:8][CH:9]=[CH:10][C:5]=1[C:3](=[O:4])[CH2:2][S:13][C:14]#[N:15], predict the reactants needed to synthesize it. The reactants are: Br[CH2:2][C:3]([C:5]1[CH:10]=[CH:9][CH:8]=[C:7]([Cl:11])[C:6]=1[Cl:12])=[O:4].[S-:13][C:14]#[N:15].[K+].O. (5) The reactants are: [Si:1]([O:8][C@H:9]1[CH2:18][C:17]2([CH2:21][CH2:20][CH2:19]2)[CH2:16][C:15]2[N:14]=[C:13]([CH:22]3[CH2:27][CH2:26][O:25][CH2:24][CH2:23]3)[C:12]([CH:28]=[O:29])=[C:11]([C:30]3[CH2:31][CH2:32][O:33][CH2:34][CH:35]=3)[C:10]1=2)([C:4]([CH3:7])([CH3:6])[CH3:5])([CH3:3])[CH3:2].I[C:37]1[CH:38]=[CH:39][C:40]([C:45]([F:48])([F:47])[F:46])=[C:41]([CH:44]=1)[C:42]#[N:43].C([Mg]Cl)(C)C.[Cl-].[Li+].C([Mg]Cl)(C)C. Given the product [Si:1]([O:8][C@H:9]1[CH2:18][C:17]2([CH2:19][CH2:20][CH2:21]2)[CH2:16][C:15]2[N:14]=[C:13]([CH:22]3[CH2:27][CH2:26][O:25][CH2:24][CH2:23]3)[C:12]([C@@H:28]([OH:29])[C:37]3[CH:38]=[CH:39][C:40]([C:45]([F:46])([F:47])[F:48])=[C:41]([CH:44]=3)[C:42]#[N:43])=[C:11]([C:30]3[CH2:31][CH2:32][O:33][CH2:34][CH:35]=3)[C:10]1=2)([C:4]([CH3:7])([CH3:5])[CH3:6])([CH3:2])[CH3:3], predict the reactants needed to synthesize it. (6) Given the product [CH3:21][CH:20]([Si:19]([CH:26]([CH3:28])[CH3:27])([CH:23]([CH3:25])[CH3:24])[O:1][C:2]1[CH:3]=[CH:4][C:5]([C:6]([O:8][CH2:9][CH3:10])=[O:7])=[CH:11][CH:12]=1)[CH3:22], predict the reactants needed to synthesize it. The reactants are: [OH:1][C:2]1[CH:12]=[CH:11][C:5]([C:6]([O:8][CH2:9][CH3:10])=[O:7])=[CH:4][CH:3]=1.N1C=CN=C1.Cl[Si:19]([CH:26]([CH3:28])[CH3:27])([CH:23]([CH3:25])[CH3:24])[CH:20]([CH3:22])[CH3:21].O. (7) Given the product [Cl:1][C:2]1[CH:7]=[C:6]([NH:8][C:9]2[CH:10]=[CH:11][C:12]([F:15])=[CH:13][CH:14]=2)[CH:5]=[CH:4][C:3]=1[C:17]([C:19]1[CH:24]=[C:23]([C:25]#[C:26][Si:27]([CH3:28])([CH3:30])[CH3:29])[CH:22]=[CH:21][C:20]=1[CH3:31])=[O:18], predict the reactants needed to synthesize it. The reactants are: [Cl:1][C:2]1[CH:7]=[C:6]([NH:8][C:9]2[CH:14]=[CH:13][C:12]([F:15])=[CH:11][C:10]=2F)[CH:5]=[CH:4][C:3]=1[C:17]([C:19]1[CH:24]=[C:23]([C:25]#[C:26][Si:27]([CH3:30])([CH3:29])[CH3:28])[CH:22]=[CH:21][C:20]=1[CH3:31])=[O:18].ClC1C=C(NC2C=CC(F)=CC=2)C=CC=1C(C1C=C(I)C=CC=1C)=O.C([Si](C)(C)C)#C. (8) Given the product [CH3:1][O:2][C:3](=[O:27])[CH2:4][C@H:5]1[C:9]2[CH:10]=[CH:11][C:12]([O:14][C@H:15]3[C:23]4[C:18](=[C:19]([CH2:36][C:33]5[CH:34]=[N:35][C:30]([Cl:29])=[CH:31][CH:32]=5)[C:20]([C:24]#[N:25])=[CH:21][CH:22]=4)[CH2:17][CH2:16]3)=[CH:13][C:8]=2[O:7][CH2:6]1, predict the reactants needed to synthesize it. The reactants are: [CH3:1][O:2][C:3](=[O:27])[CH2:4][C@H:5]1[C:9]2[CH:10]=[CH:11][C:12]([O:14][C@H:15]3[C:23]4[C:18](=[C:19](Br)[C:20]([C:24]#[N:25])=[CH:21][CH:22]=4)[CH2:17][CH2:16]3)=[CH:13][C:8]=2[O:7][CH2:6]1.[Cl-].[Cl:29][C:30]1[N:35]=[CH:34][C:33]([CH2:36][Zn+])=[CH:32][CH:31]=1. (9) Given the product [Br:42][C:14]1[N:12]2[CH:13]=[C:8]([C:5]3[CH:4]=[CH:3][C:2]([F:1])=[CH:7][CH:6]=3)[C:9]([C:17]3[CH:18]=[CH:19][C:20]([CH2:23][N:24]4[CH2:29][CH2:28][CH:27]([C:30]5[N:34]=[C:33]([C:35]6[CH:40]=[CH:39][CH:38]=[C:37]([CH3:41])[N:36]=6)[NH:32][N:31]=5)[CH2:26][CH2:25]4)=[CH:21][CH:22]=3)=[N:10][C:11]2=[N:16][CH:15]=1, predict the reactants needed to synthesize it. The reactants are: [F:1][C:2]1[CH:7]=[CH:6][C:5]([C:8]2[C:9]([C:17]3[CH:22]=[CH:21][C:20]([CH2:23][N:24]4[CH2:29][CH2:28][CH:27]([C:30]5[N:34]=[C:33]([C:35]6[CH:40]=[CH:39][CH:38]=[C:37]([CH3:41])[N:36]=6)[NH:32][N:31]=5)[CH2:26][CH2:25]4)=[CH:19][CH:18]=3)=[N:10][C:11]3[N:12]([CH:14]=[CH:15][N:16]=3)[CH:13]=2)=[CH:4][CH:3]=1.[Br:42]N1C(=O)CCC1=O. (10) Given the product [CH3:13][C:12]([N+:14]([O-:16])=[O:15])([CH3:17])[CH2:11][C:8]1[N:4]2[CH:5]=[CH:6][CH:7]=[C:2]([C:20]3[CH:21]=[CH:22][S:18][CH:19]=3)[C:3]2=[N:10][CH:9]=1, predict the reactants needed to synthesize it. The reactants are: Br[C:2]1[C:3]2[N:4]([C:8]([CH2:11][C:12]([CH3:17])([N+:14]([O-:16])=[O:15])[CH3:13])=[CH:9][N:10]=2)[CH:5]=[CH:6][CH:7]=1.[S:18]1[CH:22]=[CH:21][C:20](B(O)O)=[CH:19]1.